This data is from Forward reaction prediction with 1.9M reactions from USPTO patents (1976-2016). The task is: Predict the product of the given reaction. (1) Given the reactants [NH2:1][C:2]1[N:9]=[CH:8][C:7](Br)=[CH:6][C:3]=1[CH:4]=[O:5].[CH3:11][O:12][C:13]1[CH:18]=[CH:17][C:16](B(O)O)=[CH:15][CH:14]=1.C(=O)([O-])[O-].[K+].[K+], predict the reaction product. The product is: [NH2:1][C:2]1[N:9]=[CH:8][C:7]([C:16]2[CH:17]=[CH:18][C:13]([O:12][CH3:11])=[CH:14][CH:15]=2)=[CH:6][C:3]=1[CH:4]=[O:5]. (2) Given the reactants [O:1]1[CH2:5][CH2:4][CH2:3][CH2:2]1.[Li+].[OH-].ClC1[N:14]=[C:13]2[CH:15]([C:18]([O:20]C)=[O:19])[CH2:16][CH2:17]C2=CC=1, predict the reaction product. The product is: [O:1]=[C:5]1[NH:14][C:13]2[CH:15]([C:18]([OH:20])=[O:19])[CH2:16][CH2:17][C:2]=2[CH:3]=[CH:4]1. (3) Given the reactants C[Si](C)(C)[C:3]1[S:4][C:5]2[CH:11]=[CH:10][CH:9]=[CH:8][C:6]=2[N:7]=1.[Br:14][CH2:15][C:16](Br)=[O:17].C([O-])(O)=O.[Na+], predict the reaction product. The product is: [S:4]1[C:5]2[CH:11]=[CH:10][CH:9]=[CH:8][C:6]=2[N:7]=[C:3]1[C:16](=[O:17])[CH2:15][Br:14].